This data is from Full USPTO retrosynthesis dataset with 1.9M reactions from patents (1976-2016). The task is: Predict the reactants needed to synthesize the given product. (1) Given the product [CH3:39][O:38][C:36]([C:34]1[CH:33]=[CH:32][C:31]([C:2]2[CH:7]=[CH:6][C:5]([CH:8]([CH3:27])[C:9]([OH:14])([C:15]3[CH:16]=[CH:17][C:18]4[O:23][CH2:22][C:21](=[O:24])[N:20]([CH3:25])[C:19]=4[CH:26]=3)[C:10]([F:13])([F:11])[F:12])=[C:4]([Cl:28])[CH:3]=2)=[C:30]([F:29])[CH:35]=1)=[O:37], predict the reactants needed to synthesize it. The reactants are: Br[C:2]1[CH:7]=[CH:6][C:5]([CH:8]([CH3:27])[C:9]([C:15]2[CH:16]=[CH:17][C:18]3[O:23][CH2:22][C:21](=[O:24])[N:20]([CH3:25])[C:19]=3[CH:26]=2)([OH:14])[C:10]([F:13])([F:12])[F:11])=[C:4]([Cl:28])[CH:3]=1.[F:29][C:30]1[CH:35]=[C:34]([C:36]([O:38][CH3:39])=[O:37])[CH:33]=[CH:32][C:31]=1B(O)O. (2) Given the product [Cl:9][C:6]1[N:5]=[CH:4][N:3]=[C:2]([NH:13][CH2:11][CH3:12])[C:7]=1[NH2:8], predict the reactants needed to synthesize it. The reactants are: Cl[C:2]1[C:7]([NH2:8])=[C:6]([Cl:9])[N:5]=[CH:4][N:3]=1.Cl.[CH2:11]([NH2:13])[CH3:12].C(=O)([O-])[O-].[K+].[K+]. (3) Given the product [Si:11]([O:18][C@H:19]1[C:23](=[O:24])[CH2:22][N:21]([C:25](=[O:54])[CH2:26][CH2:27][O:28][C:29]2[CH:53]=[CH:52][C:32]([CH2:33][NH:34][C:35]([C:37]3[CH:38]=[CH:39][C:40]([CH2:41][NH:42][C:43](=[O:49])[O:44][C:45]([CH3:46])([CH3:47])[CH3:48])=[CH:50][CH:51]=3)=[O:36])=[CH:31][CH:30]=2)[CH2:20]1)([C:14]([CH3:15])([CH3:16])[CH3:17])([CH3:13])[CH3:12], predict the reactants needed to synthesize it. The reactants are: C(Cl)(=O)C(Cl)=O.CS(C)=O.[Si:11]([O:18][C@H:19]1[C@H:23]([OH:24])[CH2:22][N:21]([C:25](=[O:54])[CH2:26][CH2:27][O:28][C:29]2[CH:53]=[CH:52][C:32]([CH2:33][NH:34][C:35]([C:37]3[CH:51]=[CH:50][C:40]([CH2:41][NH:42][C:43](=[O:49])[O:44][C:45]([CH3:48])([CH3:47])[CH3:46])=[CH:39][CH:38]=3)=[O:36])=[CH:31][CH:30]=2)[CH2:20]1)([C:14]([CH3:17])([CH3:16])[CH3:15])([CH3:13])[CH3:12].CCN(CC)CC. (4) Given the product [OH:2][CH2:1][C:3]1[S:7][C:6]([C:8]#[N:9])=[CH:5][CH:4]=1, predict the reactants needed to synthesize it. The reactants are: [CH:1]([C:3]1[S:7][C:6]([C:8]#[N:9])=[CH:5][CH:4]=1)=[O:2].[BH4-].[Na+].Cl.O.